Dataset: Full USPTO retrosynthesis dataset with 1.9M reactions from patents (1976-2016). Task: Predict the reactants needed to synthesize the given product. (1) Given the product [CH3:1][O:2][C:26]1[CH:31]=[CH:30][C:29]([CH:32]2[C:23]3[CH:22]=[CH:21][N:20]=[C:19]([C:17]4[NH:18][C:13](=[O:12])[CH:14]=[C:15]([N:42]5[CH2:47][CH2:46][O:45][CH2:44][CH2:43]5)[CH:16]=4)[C:24]=3[O:25][C:26]3[C:31]2=[CH:30][C:29]([NH:34][C:35](=[O:41])[O:36][C:37]([CH3:38])([CH3:39])[CH3:40])=[CH:28][CH:27]=3)=[CH:28][CH:27]=1, predict the reactants needed to synthesize it. The reactants are: [CH3:1][OH:2].[BH4-].[Na+].COC1C=CC(C[O:12][C:13]2[N:18]=[C:17]([C:19]3[C:24]4[O:25][C:26]5[C:31]([C:32](=O)[C:23]=4[CH:22]=[CH:21][N:20]=3)=[CH:30][C:29]([NH:34][C:35](=[O:41])[O:36][C:37]([CH3:40])([CH3:39])[CH3:38])=[CH:28][CH:27]=5)[CH:16]=[C:15]([N:42]3[CH2:47][CH2:46][O:45][CH2:44][CH2:43]3)[CH:14]=2)=CC=1.[Cl-].[NH4+]. (2) Given the product [CH3:23][O:22][C:16]1[CH:15]=[C:14]([NH:11][C:12]([NH:10][CH2:9][CH2:8][CH2:7][N:6]2[C:2]([CH3:1])=[CH:3][N:4]=[CH:5]2)=[S:13])[CH:19]=[C:18]([O:20][CH3:21])[CH:17]=1, predict the reactants needed to synthesize it. The reactants are: [CH3:1][C:2]1[N:6]([CH2:7][CH2:8][CH2:9][NH2:10])[CH:5]=[N:4][CH:3]=1.[N:11]([C:14]1[CH:19]=[C:18]([O:20][CH3:21])[CH:17]=[C:16]([O:22][CH3:23])[CH:15]=1)=[C:12]=[S:13]. (3) Given the product [C:16]([SiH2:15][O:14][C:13]([CH3:20])([CH3:21])[C:10]1[CH:11]=[CH:12][C:7]([CH2:6][CH:5]([O:22][CH2:23][CH3:24])[C:4]([OH:25])=[O:3])=[CH:8][CH:9]=1)([CH3:18])([CH3:19])[CH3:17], predict the reactants needed to synthesize it. The reactants are: C([O:3][C:4](=[O:25])[CH:5]([O:22][CH2:23][CH3:24])[CH2:6][C:7]1[CH:12]=[CH:11][C:10]([C:13]([CH3:21])([CH3:20])[O:14][SiH2:15][C:16]([CH3:19])([CH3:18])[CH3:17])=[CH:9][CH:8]=1)C.C(C1C=C(CC(OCC)C(O)=O)C=CC=1O)C1C=CC=CC=1. (4) Given the product [Cl:1][C:2]1[C:14]([N+:15]([O-:17])=[O:16])=[CH:13][C:5]2[O:6][C:7]([CH3:12])([CH3:11])[C:8](=[O:10])[N:9]([CH3:21])[C:4]=2[CH:3]=1, predict the reactants needed to synthesize it. The reactants are: [Cl:1][C:2]1[C:14]([N+:15]([O-:17])=[O:16])=[CH:13][C:5]2[O:6][C:7]([CH3:12])([CH3:11])[C:8](=[O:10])[NH:9][C:4]=2[CH:3]=1.[H-].[Na+].I[CH3:21].O. (5) Given the product [Br:1][C:2]1[CH:15]=[CH:14][CH:13]=[CH:12][C:3]=1[O:4][C:5]1[N:6]=[CH:7][C:8]([NH:11][C:17]2[C:26]3[C:21](=[CH:22][CH:23]=[CH:24][CH:25]=3)[C:20]([C:27]3[CH:32]=[CH:31][CH:30]=[CH:29][CH:28]=3)=[N:19][N:18]=2)=[CH:9][N:10]=1, predict the reactants needed to synthesize it. The reactants are: [Br:1][C:2]1[CH:15]=[CH:14][CH:13]=[CH:12][C:3]=1[O:4][C:5]1[N:10]=[CH:9][C:8]([NH2:11])=[CH:7][N:6]=1.Cl[C:17]1[C:26]2[C:21](=[CH:22][CH:23]=[CH:24][CH:25]=2)[C:20]([C:27]2[CH:32]=[CH:31][CH:30]=[CH:29][CH:28]=2)=[N:19][N:18]=1.CC(O)CC.C1C2C(=CC=CC=2)C=NN=1. (6) Given the product [CH2:40]([NH:47][C:18](=[O:20])[C:17]1[CH:21]=[CH:22][C:23]([Br:24])=[C:15]([CH2:14][N:8]([CH2:1][C:2]2[CH:7]=[CH:6][CH:5]=[CH:4][CH:3]=2)[C:9]([CH:11]2[CH2:12][CH2:13]2)=[O:10])[CH:16]=1)[C:41]1[CH:46]=[CH:45][CH:44]=[CH:43][CH:42]=1, predict the reactants needed to synthesize it. The reactants are: [CH2:1]([N:8]([CH2:14][C:15]1[CH:16]=[C:17]([CH:21]=[CH:22][C:23]=1[Br:24])[C:18]([OH:20])=O)[C:9]([CH:11]1[CH2:13][CH2:12]1)=[O:10])[C:2]1[CH:7]=[CH:6][CH:5]=[CH:4][CH:3]=1.C(Cl)(=O)C(Cl)=O.C(N(C(C)C)CC)(C)C.[CH2:40]([NH2:47])[C:41]1[CH:46]=[CH:45][CH:44]=[CH:43][CH:42]=1. (7) The reactants are: C1C=CN=CC=1.O=S(=O)=O.[OH:11][CH2:12][CH2:13][CH2:14][O:15][C@H:16]1[C@H:21]([C:22]2[CH:27]=[CH:26][C:25]([O:28][CH2:29][CH2:30][CH2:31][O:32][CH3:33])=[CH:24][CH:23]=2)[C@@H:20]([O:34][CH2:35][C:36]2[CH:37]=[CH:38][C:39]3[O:44][CH2:43][CH2:42][N:41]([CH2:45][CH2:46][CH2:47][O:48][CH3:49])[C:40]=3[CH:50]=2)[CH2:19][N:18]([C:51]([O:53][CH2:54][C:55]2[CH:60]=[CH:59][CH:58]=[CH:57][CH:56]=2)=[O:52])[CH2:17]1.S(=O)(O)[O-].[K+]. Given the product [CH3:33][O:32][CH2:31][CH2:30][CH2:29][O:28][C:25]1[CH:26]=[CH:27][C:22]([C@H:21]2[C@H:16]([O:15][CH2:14][CH2:13][CH:12]=[O:11])[CH2:17][N:18]([C:51]([O:53][CH2:54][C:55]3[CH:60]=[CH:59][CH:58]=[CH:57][CH:56]=3)=[O:52])[CH2:19][C@@H:20]2[O:34][CH2:35][C:36]2[CH:37]=[CH:38][C:39]3[O:44][CH2:43][CH2:42][N:41]([CH2:45][CH2:46][CH2:47][O:48][CH3:49])[C:40]=3[CH:50]=2)=[CH:23][CH:24]=1, predict the reactants needed to synthesize it. (8) Given the product [C:30]([NH:1][C:2]1[CH:7]=[CH:6][C:5]([N:8]2[CH2:9][CH2:10][N:11]([C:14](=[O:29])[CH2:15][NH:16][C:17]([C:19]3[CH:20]=[C:21]([O:25][C:26](=[O:28])[CH3:27])[CH:22]=[CH:23][CH:24]=3)=[O:18])[CH2:12][CH2:13]2)=[CH:4][CH:3]=1)(=[O:37])[C:31]1[CH:36]=[CH:35][CH:34]=[CH:33][CH:32]=1, predict the reactants needed to synthesize it. The reactants are: [NH2:1][C:2]1[CH:7]=[CH:6][C:5]([N:8]2[CH2:13][CH2:12][N:11]([C:14](=[O:29])[CH2:15][NH:16][C:17]([C:19]3[CH:20]=[C:21]([O:25][C:26](=[O:28])[CH3:27])[CH:22]=[CH:23][CH:24]=3)=[O:18])[CH2:10][CH2:9]2)=[CH:4][CH:3]=1.[C:30](O)(=[O:37])[C:31]1[CH:36]=[CH:35][CH:34]=[CH:33][CH:32]=1.C1CN([P+](ON2N=NC3C=CC=CC2=3)(N2CCCC2)N2CCCC2)CC1.F[P-](F)(F)(F)(F)F.C(N(C(C)C)C(C)C)C.